Dataset: Full USPTO retrosynthesis dataset with 1.9M reactions from patents (1976-2016). Task: Predict the reactants needed to synthesize the given product. (1) Given the product [F:1][C:2]1[CH:3]=[C:4]([C:8]2[C:16]3[C:11](=[CH:12][CH:13]=[C:14](/[CH:17]=[CH:18]/[C:19]([OH:21])=[O:20])[CH:15]=3)[NH:10][N:9]=2)[CH:5]=[CH:6][CH:7]=1, predict the reactants needed to synthesize it. The reactants are: [F:1][C:2]1[CH:3]=[C:4]([C:8]2[C:16]3[C:11](=[CH:12][CH:13]=[C:14](/[CH:17]=[CH:18]/[C:19]([O:21]CC)=[O:20])[CH:15]=3)[NH:10][N:9]=2)[CH:5]=[CH:6][CH:7]=1.[OH-].[Na+].Cl. (2) Given the product [CH2:1]([O:5][C:6]1[CH:11]=[C:10]([N:21]2[CH2:22][C:23]([CH3:26])([CH3:25])[CH2:24][C:19]([CH3:27])([CH3:18])[CH2:20]2)[N:9]=[CH:8][N:7]=1)[C:2]#[C:3][CH3:4], predict the reactants needed to synthesize it. The reactants are: [CH2:1]([O:5][C:6]1[CH:11]=[C:10](Cl)[N:9]=[CH:8][N:7]=1)[C:2]#[C:3][CH3:4].C(=O)([O-])[O-].Cl.[CH3:18][C:19]1([CH3:27])[CH2:24][C:23]([CH3:26])([CH3:25])[CH2:22][NH:21][CH2:20]1.[Cl-].[NH4+]. (3) The reactants are: [Cl:1][C:2]1[CH:22]=[C:21]([C:23]2[CH:28]=[CH:27][CH:26]=[CH:25][CH:24]=2)[CH:20]=[CH:19][C:3]=1[CH2:4][C:5]1[C:13]2[C:8](=[CH:9][CH:10]=[C:11]([C:14]([O:16]C)=[O:15])[CH:12]=2)[NH:7][C:6]=1[CH3:18].C(O)C.[OH-].[Na+].Cl. Given the product [C:14]([C:11]1[CH:12]=[C:13]2[C:8](=[CH:9][CH:10]=1)[NH:7][C:6]([CH3:18])=[C:5]2[CH2:4][C:3]1[CH:19]=[CH:20][C:21]([C:23]2[CH:28]=[CH:27][CH:26]=[CH:25][CH:24]=2)=[CH:22][C:2]=1[Cl:1])([OH:16])=[O:15], predict the reactants needed to synthesize it. (4) Given the product [Cl:30][C:26]1[CH:25]=[C:24]([S:21]([N:18]2[CH2:19][CH2:20][CH:15]([C:13]3[C:12]4[C:7](=[CH:8][CH:9]=[C:10]([F:31])[CH:11]=4)[CH:6]=[C:5]([CH2:4][C:3]([OH:32])=[O:2])[CH:14]=3)[CH2:16][CH2:17]2)(=[O:23])=[O:22])[CH:29]=[CH:28][CH:27]=1, predict the reactants needed to synthesize it. The reactants are: C[O:2][C:3](=[O:32])[CH2:4][C:5]1[CH:14]=[C:13]([CH:15]2[CH2:20][CH2:19][N:18]([S:21]([C:24]3[CH:29]=[CH:28][CH:27]=[C:26]([Cl:30])[CH:25]=3)(=[O:23])=[O:22])[CH2:17][CH2:16]2)[C:12]2[C:7](=[CH:8][CH:9]=[C:10]([F:31])[CH:11]=2)[CH:6]=1.O.[OH-].[Li+]. (5) Given the product [CH3:15][C:16]([CH3:1])([CH3:46])[CH:17]([C:40]1[CH:45]=[CH:44][CH:43]=[CH:42][CH:41]=1)[C:18]([NH:20][C@H:21]1[C@H:28]2[C@H:24]([CH2:25][N:26]([CH2:29][C:30]3[CH:35]=[CH:34][CH:33]=[C:32]([C:36]([F:37])([F:38])[F:39])[CH:31]=3)[CH2:27]2)[CH2:23][CH2:22]1)=[O:19], predict the reactants needed to synthesize it. The reactants are: [C:1]1(C2(C(O)=O)CCCC2)C=CC=CC=1.[CH3:15][CH:16]([CH3:46])[CH:17]([C:40]1[CH:45]=[CH:44][CH:43]=[CH:42][CH:41]=1)[C:18]([NH:20][C@@H:21]1[C@H:28]2[C@H:24]([CH2:25][N:26]([CH2:29][C:30]3[CH:35]=[CH:34][CH:33]=[C:32]([C:36]([F:39])([F:38])[F:37])[CH:31]=3)[CH2:27]2)[CH2:23][CH2:22]1)=[O:19].C(N1C[C@H]2C(N)CC[C@H]2C1)C1C=CC=CC=1. (6) Given the product [C:1]([N:5]1[C:9]([C:10]2[CH:15]=[CH:14][C:13]([F:16])=[CH:12][CH:11]=2)=[C:8]([C:17]2[S:18][CH:19]=[C:20]([CH2:22][C:23]([NH:26][CH2:27][C:28]3([CH2:34][OH:35])[CH2:33][CH2:32][O:31][CH2:30][CH2:29]3)=[O:25])[N:21]=2)[CH:7]=[N:6]1)([CH3:2])([CH3:3])[CH3:4], predict the reactants needed to synthesize it. The reactants are: [C:1]([N:5]1[C:9]([C:10]2[CH:15]=[CH:14][C:13]([F:16])=[CH:12][CH:11]=2)=[C:8]([C:17]2[S:18][CH:19]=[C:20]([CH2:22][C:23]([OH:25])=O)[N:21]=2)[CH:7]=[N:6]1)([CH3:4])([CH3:3])[CH3:2].[NH2:26][CH2:27][C:28]1([CH2:34][OH:35])[CH2:33][CH2:32][O:31][CH2:30][CH2:29]1. (7) Given the product [CH3:25][O:24][C:22](=[O:23])[CH:21]([O:20][CH3:19])[CH:13]([C:12]1[CH:15]=[CH:16][C:9]([O:8][Si:1]([C:4]([CH3:7])([CH3:6])[CH3:5])([CH3:2])[CH3:3])=[CH:10][C:11]=1[O:17][CH3:18])[OH:14], predict the reactants needed to synthesize it. The reactants are: [Si:1]([O:8][C:9]1[CH:16]=[CH:15][C:12]([CH:13]=[O:14])=[C:11]([O:17][CH3:18])[CH:10]=1)([C:4]([CH3:7])([CH3:6])[CH3:5])([CH3:3])[CH3:2].[CH3:19][O:20][CH2:21][C:22]([O:24][CH3:25])=[O:23].C[Si]([N-][Si](C)(C)C)(C)C.[Na+]. (8) The reactants are: C1C=C[NH+]=CC=1.C1C=C[NH+]=CC=1.[O-][Cr](O[Cr]([O-])(=O)=O)(=O)=O.[CH3:22][O:23][CH:24]1[O:29][CH2:28][CH:27]([OH:30])[CH2:26][CH2:25]1. Given the product [CH3:22][O:23][CH:24]1[O:29][CH2:28][C:27](=[O:30])[CH2:26][CH2:25]1, predict the reactants needed to synthesize it.